Dataset: Full USPTO retrosynthesis dataset with 1.9M reactions from patents (1976-2016). Task: Predict the reactants needed to synthesize the given product. (1) Given the product [CH2:4]1[S:8][C@H:7]([CH2:9][OH:10])[O:6][C@@H:5]1[N:11]1[C:16](=[O:17])[N:15]=[C:14]([NH2:18])[CH:13]=[CH:12]1, predict the reactants needed to synthesize it. The reactants are: C(O)C.[CH2:4]1[S:8][C@H:7]([CH2:9][OH:10])[O:6][C@@H:5]1[N:11]1[C:16](=[O:17])[N:15]=[C:14]([NH2:18])[CH:13]=[CH:12]1.C([O-])(=O)C([O-])=O. (2) The reactants are: [C:1]1([C:7]2([C:13]3[CH:18]=[CH:17][CH:16]=[CH:15][CH:14]=3)[CH2:11][CH2:10][NH:9][C:8]2=[O:12])[CH:6]=[CH:5][CH:4]=[CH:3][CH:2]=1.CC(C)([O-])C.[K+].[F:25][C:26]([F:38])([F:37])[C:27]1[CH:28]=[C:29]([S:33](Cl)(=[O:35])=[O:34])[CH:30]=[CH:31][CH:32]=1. Given the product [C:13]1([C:7]2([C:1]3[CH:6]=[CH:5][CH:4]=[CH:3][CH:2]=3)[CH2:11][CH2:10][N:9]([S:33]([C:29]3[CH:30]=[CH:31][CH:32]=[C:27]([C:26]([F:25])([F:37])[F:38])[CH:28]=3)(=[O:35])=[O:34])[C:8]2=[O:12])[CH:14]=[CH:15][CH:16]=[CH:17][CH:18]=1, predict the reactants needed to synthesize it. (3) Given the product [O:36]=[C:32]1[CH:31]=[C:30]([CH2:22][CH2:23][C:24]2[CH:25]=[CH:26][CH:27]=[CH:28][CH:29]=2)[CH:35]=[CH:34][N:33]1[C:2]1[CH:7]=[CH:6][C:5]2[C:8]3[CH2:13][CH2:12][N:11]([C:14]([O:16][C:17]([CH3:20])([CH3:19])[CH3:18])=[O:15])[CH2:10][C:9]=3[S:21][C:4]=2[CH:3]=1, predict the reactants needed to synthesize it. The reactants are: Br[C:2]1[CH:7]=[CH:6][C:5]2[C:8]3[CH2:13][CH2:12][N:11]([C:14]([O:16][C:17]([CH3:20])([CH3:19])[CH3:18])=[O:15])[CH2:10][C:9]=3[S:21][C:4]=2[CH:3]=1.[CH2:22]([C:30]1[CH:35]=[CH:34][NH:33][C:32](=[O:36])[CH:31]=1)[CH2:23][C:24]1[CH:29]=[CH:28][CH:27]=[CH:26][CH:25]=1. (4) Given the product [F:1][C:2]1[C:3]2[O:9][C:10](=[S:11])[O:8][C:4]=2[CH:5]=[CH:6][CH:7]=1, predict the reactants needed to synthesize it. The reactants are: [F:1][C:2]1[CH:7]=[CH:6][CH:5]=[C:4]([OH:8])[C:3]=1[OH:9].[C:10](Cl)(Cl)=[S:11].[OH-].[Na+]. (5) Given the product [CH2:22]([CH:10]1[C:11](=[O:18])[C:12]2[C:17](=[CH:16][CH:15]=[CH:14][CH:13]=2)[NH:8][C:9]1([CH3:19])[CH3:20])[CH3:23], predict the reactants needed to synthesize it. The reactants are: C(OC([N:8]1[C:17]2[C:12](=[CH:13][CH:14]=[CH:15][CH:16]=2)[C:11](=[O:18])[CH2:10][C:9]1([CH3:20])[CH3:19])=O)(C)(C)C.I[CH2:22][CH3:23].[H-].[Na+].C(O)(C(F)(F)F)=O.[OH-].[Na+]. (6) Given the product [CH2:1]([N:8]1[C:16]2[CH2:15][CH2:14][N:13]([CH2:24][CH3:25])[CH2:12][C:11]=2[C:10]([C:17]2[CH:18]=[CH:19][C:20]([Cl:23])=[CH:21][CH:22]=2)=[CH:9]1)[C:2]1[CH:3]=[CH:4][CH:5]=[CH:6][CH:7]=1, predict the reactants needed to synthesize it. The reactants are: [CH2:1]([N:8]1[C:16]2[CH2:15][CH2:14][NH:13][CH2:12][C:11]=2[C:10]([C:17]2[CH:22]=[CH:21][C:20]([Cl:23])=[CH:19][CH:18]=2)=[CH:9]1)[C:2]1[CH:7]=[CH:6][CH:5]=[CH:4][CH:3]=1.[C:24](O)(=O)[CH3:25].C(=O)C.[BH-](OC(C)=O)(OC(C)=O)OC(C)=O.[Na+]. (7) The reactants are: [C:1]([O:5][C:6]([NH:8][C@@H:9]([C:11]1[C:12]([F:40])=[C:13]([C:17]2[CH:22]=[C:21](Cl)[CH:20]=[C:19]([CH2:24][O:25][C:26]3[CH:31]=[CH:30][CH:29]=[CH:28][C:27]=3[CH2:32][C:33]([O:35][C:36]([CH3:39])([CH3:38])[CH3:37])=[O:34])[CH:18]=2)[CH:14]=[CH:15][CH:16]=1)[CH3:10])=[O:7])([CH3:4])([CH3:3])[CH3:2].[CH3:41][O:42][CH2:43][CH2:44][NH2:45]. Given the product [C:1]([O:5][C:6]([NH:8][C@@H:9]([C:11]1[C:12]([F:40])=[C:13]([C:17]2[CH:22]=[C:21]([NH:45][CH2:44][CH2:43][O:42][CH3:41])[CH:20]=[C:19]([CH2:24][O:25][C:26]3[CH:31]=[CH:30][CH:29]=[CH:28][C:27]=3[CH2:32][C:33]([O:35][C:36]([CH3:39])([CH3:38])[CH3:37])=[O:34])[CH:18]=2)[CH:14]=[CH:15][CH:16]=1)[CH3:10])=[O:7])([CH3:4])([CH3:3])[CH3:2], predict the reactants needed to synthesize it. (8) Given the product [Br:39][C:40]1[CH:45]=[CH:44][C:43]([S:46]([N:14]2[CH2:13][CH2:12][C:10]3([O:9][CH2:8][C:7](=[O:24])[N:6]([C:3]4([C:1]([NH2:2])=[O:26])[CH2:4][CH2:5]4)[CH2:11]3)[CH2:16][CH2:15]2)(=[O:48])=[O:47])=[CH:42][CH:41]=1, predict the reactants needed to synthesize it. The reactants are: [C:1]([C:3]1([N:6]2[CH2:11][C:10]3([CH2:16][CH2:15][N:14](C(OC(C)(C)C)=O)[CH2:13][CH2:12]3)[O:9][CH2:8][C:7]2=[O:24])[CH2:5][CH2:4]1)#[N:2].Cl.[O:26]1CCOCC1.C(N(CC)CC)C.[Br:39][C:40]1[CH:45]=[CH:44][C:43]([S:46](Cl)(=[O:48])=[O:47])=[CH:42][CH:41]=1. (9) The reactants are: [CH:1]1[C:10]2[C:5](=[CH:6][CH:7]=[CH:8][CH:9]=2)[CH:4]=[C:3]([NH:11][C:12]2[NH:13][C:14]3[C:20]([C:21](O)=[O:22])=[CH:19][CH:18]=[CH:17][C:15]=3[N:16]=2)[N:2]=1.CN(C(ON1N=NC2C=CC=CC1=2)=[N+](C)C)C.F[P-](F)(F)(F)(F)F.S(O)(O)(=O)=O.[NH2:53][C:54]1[NH:55][CH:56]=[CH:57][N:58]=1. Given the product [NH:55]1[CH:56]=[CH:57][N:58]=[C:54]1[NH:53][C:21]([C:20]1[C:14]2[NH:13][C:12]([NH:11][C:3]3[N:2]=[CH:1][C:10]4[C:5]([CH:4]=3)=[CH:6][CH:7]=[CH:8][CH:9]=4)=[N:16][C:15]=2[CH:17]=[CH:18][CH:19]=1)=[O:22], predict the reactants needed to synthesize it. (10) Given the product [NH2:14][CH2:15][N:16]1[C:20]2[CH:21]=[CH:22][CH:23]=[CH:24][C:19]=2[N:18]=[CH:17]1.[CH3:1][O:2][C:3](=[O:13])[C:4]1[CH:9]=[CH:8][C:7]([NH2:10])=[CH:6][CH:5]=1, predict the reactants needed to synthesize it. The reactants are: [CH3:1][O:2][C:3](=[O:13])[C:4]1[CH:9]=[CH:8][C:7]([N+:10]([O-])=O)=[CH:6][CH:5]=1.[NH2:14][CH2:15][N:16]1[C:20]2[CH:21]=[CH:22][CH:23]=[CH:24][C:19]=2[N:18]=[CH:17]1.[H][H].